Predict the reaction yield, written as a fraction of the theoretical maximum amount of product (1.0 means a 100% yield; for example, 0.34 means a 34% yield). From a dataset of Reaction yield outcomes from USPTO patents with 853,638 reactions. (1) The reactants are [C:1]([O:5][C:6]([N:8]1[CH2:12][CH:11]=[CH:10][CH2:9]1)=[O:7])([CH3:4])([CH3:3])[CH3:2].F[B-](F)(F)F.[Cl:18][C:19]1[CH:24]=[CH:23][C:22]([N+]#N)=[CH:21][C:20]=1[CH3:27].[CH3:28][OH:29]. The catalyst is C(OCC)(=O)C.C([O-])(=O)C.[Pd+2].C([O-])(=O)C. The product is [Cl:18][C:19]1[CH:24]=[CH:23][C:22]([CH:11]2[CH2:12][N:8]([C:6]([O:5][C:1]([CH3:4])([CH3:2])[CH3:3])=[O:7])[CH:9]([O:29][CH3:28])[CH2:10]2)=[CH:21][C:20]=1[CH3:27]. The yield is 0.880. (2) The reactants are [CH2:1]([O:3][C:4](=[O:33])[CH2:5][NH:6][CH2:7][C:8]1[CH:13]=[CH:12][CH:11]=[C:10]([O:14][CH2:15][CH2:16][C:17]2[N:18]=[C:19]([C:23]3[CH:28]=[CH:27][C:26]([C:29]([F:32])([F:31])[F:30])=[CH:25][CH:24]=3)[O:20][C:21]=2[CH3:22])[CH:9]=1)[CH3:2].[N:34]1([S:40](Cl)(=[O:42])=[O:41])[CH2:39][CH2:38][CH2:37][CH2:36][CH2:35]1.C(N(CC)CC)C. No catalyst specified. The product is [CH2:1]([O:3][C:4](=[O:33])[CH2:5][N:6]([S:40]([N:34]1[CH2:39][CH2:38][CH2:37][CH2:36][CH2:35]1)(=[O:42])=[O:41])[CH2:7][C:8]1[CH:13]=[CH:12][CH:11]=[C:10]([O:14][CH2:15][CH2:16][C:17]2[N:18]=[C:19]([C:23]3[CH:28]=[CH:27][C:26]([C:29]([F:30])([F:32])[F:31])=[CH:25][CH:24]=3)[O:20][C:21]=2[CH3:22])[CH:9]=1)[CH3:2]. The yield is 0.850.